The task is: Predict which catalyst facilitates the given reaction.. This data is from Catalyst prediction with 721,799 reactions and 888 catalyst types from USPTO. (1) Reactant: Cl[C:2]1[C:10]2[C:5](=[N:6][CH:7]=[CH:8][C:9]=2[O:11][C:12]2[CH:17]=[CH:16][C:15]([Cl:18])=[CH:14][CH:13]=2)[N:4]([CH2:19][O:20][CH2:21][CH2:22][Si:23]([CH3:26])([CH3:25])[CH3:24])[CH:3]=1.[NH2:27][C@@H:28]1[CH2:32][CH2:31][N:30]([C:33]([O:35][C:36]([CH3:39])([CH3:38])[CH3:37])=[O:34])[CH2:29]1.CC(C1C=C(C(C)C)C(C2C=CC=CC=2P(C2CCCCC2)C2CCCCC2)=C(C(C)C)C=1)C.C([O-])([O-])=O.[K+].[K+]. Product: [Cl:18][C:15]1[CH:16]=[CH:17][C:12]([O:11][C:9]2[CH:8]=[CH:7][N:6]=[C:5]3[N:4]([CH2:19][O:20][CH2:21][CH2:22][Si:23]([CH3:26])([CH3:25])[CH3:24])[CH:3]=[C:2]([NH:27][C@@H:28]4[CH2:32][CH2:31][N:30]([C:33]([O:35][C:36]([CH3:39])([CH3:38])[CH3:37])=[O:34])[CH2:29]4)[C:10]=23)=[CH:13][CH:14]=1. The catalyst class is: 110. (2) Reactant: C([N:8]1[CH2:12][CH:11]([C:13]2[CH:18]=[CH:17][C:16]([Cl:19])=[C:15]([F:20])[CH:14]=2)[CH:10]([N:21]([CH2:23][C:24]2[CH:29]=[CH:28][C:27]([C:30]([F:33])([F:32])[F:31])=[C:26]([F:34])[CH:25]=2)[CH3:22])[CH2:9]1)C1C=CC=CC=1.ClC(OCC(Cl)(Cl)Cl)=O. Product: [Cl:19][C:16]1[CH:17]=[CH:18][C:13]([CH:11]2[CH2:12][NH:8][CH2:9][CH:10]2[N:21]([CH2:23][C:24]2[CH:29]=[CH:28][C:27]([C:30]([F:33])([F:31])[F:32])=[C:26]([F:34])[CH:25]=2)[CH3:22])=[CH:14][C:15]=1[F:20]. The catalyst class is: 23. (3) Reactant: CC1(C)CO[CH:5]([C:8]2[S:12][CH:11]=[C:10]([CH:13]([N:16]([CH2:26][CH2:27][CH:28]([CH3:30])[CH3:29])[S:17]([C:20]3[CH:25]=[CH:24][CH:23]=[CH:22][CH:21]=3)(=[O:19])=[O:18])[CH2:14][OH:15])[CH:9]=2)[O:4]C1.O. Product: [CH:5]([C:8]1[S:12][CH:11]=[C:10]([CH:13]([N:16]([CH2:26][CH2:27][CH:28]([CH3:30])[CH3:29])[S:17]([C:20]2[CH:25]=[CH:24][CH:23]=[CH:22][CH:21]=2)(=[O:18])=[O:19])[CH2:14][OH:15])[CH:9]=1)=[O:4]. The catalyst class is: 313. (4) Reactant: [C:1]([N:7]([CH2:16][C:17]1[CH:22]=[CH:21][C:20]([C:23]2[CH:28]=[CH:27][CH:26]=[CH:25][C:24]=2[C:29]2[N:33](C(C3C=CC=CC=3)(C3C=CC=CC=3)C3C=CC=CC=3)[N:32]=[N:31][N:30]=2)=[CH:19][CH:18]=1)[C@H:8]([C:12]([O:14][CH3:15])=[O:13])[CH:9]([CH3:11])[CH3:10])(=[O:6])[CH2:2][CH2:3][CH2:4][CH3:5].Cl. The catalyst class is: 5. Product: [C:1]([N:7]([CH2:16][C:17]1[CH:18]=[CH:19][C:20]([C:23]2[CH:28]=[CH:27][CH:26]=[CH:25][C:24]=2[C:29]2[NH:33][N:32]=[N:31][N:30]=2)=[CH:21][CH:22]=1)[C@H:8]([C:12]([O:14][CH3:15])=[O:13])[CH:9]([CH3:10])[CH3:11])(=[O:6])[CH2:2][CH2:3][CH2:4][CH3:5]. (5) Reactant: Cl[C:2]1[C:11]2[C:6](=[CH:7][C:8]([O:14][CH2:15][CH2:16][CH2:17][N:18]3[CH2:23][CH2:22][O:21][CH2:20][CH2:19]3)=[C:9]([O:12][CH3:13])[CH:10]=2)[N:5]=[CH:4][N:3]=1.C(=O)([O-])[O-].[K+].[K+].[OH:30][C:31]1[CH:40]=[CH:39][CH:38]=[C:37]2[C:32]=1[CH:33]=[CH:34][CH:35]=[N:36]2.[OH-].[Na+]. Product: [CH3:13][O:12][C:9]1[CH:10]=[C:11]2[C:6](=[CH:7][C:8]=1[O:14][CH2:15][CH2:16][CH2:17][N:18]1[CH2:23][CH2:22][O:21][CH2:20][CH2:19]1)[N:5]=[CH:4][N:3]=[C:2]2[O:30][C:31]1[CH:40]=[CH:39][CH:38]=[C:37]2[C:32]=1[CH:33]=[CH:34][CH:35]=[N:36]2. The catalyst class is: 3.